This data is from Full USPTO retrosynthesis dataset with 1.9M reactions from patents (1976-2016). The task is: Predict the reactants needed to synthesize the given product. (1) Given the product [C:49]([N:48]([CH2:44][C:41]1[CH:42]=[CH:43][C:38]([C:34]2[CH:35]=[CH:36][CH:37]=[C:32]([N:22]3[C:23]4[N:30]=[CH:29][C:28]([F:31])=[CH:27][C:24]=4[C:25](=[O:26])[N:20]([C@@H:17]4[CH2:18][CH2:19][C@H:14]([NH:13][C:11]([C:9]5[N:10]=[C:5]6[CH:4]=[CH:3][C:2]([F:1])=[CH:7][N:6]6[CH:8]=5)=[O:12])[CH2:15][CH2:16]4)[C:21]3=[O:46])[CH:33]=2)=[CH:39][CH:40]=1)[CH3:47])([CH3:52])([CH3:51])[CH3:50], predict the reactants needed to synthesize it. The reactants are: [F:1][C:2]1[CH:3]=[CH:4][C:5]2[N:6]([CH:8]=[C:9]([C:11]([NH:13][C@H:14]3[CH2:19][CH2:18][C@@H:17]([N:20]4[C:25](=[O:26])[C:24]5[CH:27]=[C:28]([F:31])[CH:29]=[N:30][C:23]=5[N:22]([C:32]5[CH:33]=[C:34]([C:38]6[CH:43]=[CH:42][C:41]([CH:44]=O)=[CH:40][CH:39]=6)[CH:35]=[CH:36][CH:37]=5)[C:21]4=[O:46])[CH2:16][CH2:15]3)=[O:12])[N:10]=2)[CH:7]=1.[CH3:47][NH:48][C:49]([CH3:52])([CH3:51])[CH3:50].C(O[BH-](OC(=O)C)OC(=O)C)(=O)C.[Na+].C(OC)(OC)OC. (2) Given the product [CH2:29]([O:28][C:26]([NH:1][CH2:2][C@H:3]([OH:18])[CH2:4][N:5]1[CH2:10][CH2:9][N:8]([C:11]([O:13][C:14]([CH3:15])([CH3:17])[CH3:16])=[O:12])[CH2:7][CH2:6]1)=[O:27])[C:30]1[CH:35]=[CH:34][CH:33]=[CH:32][CH:31]=1, predict the reactants needed to synthesize it. The reactants are: [NH2:1][CH2:2][C@H:3]([OH:18])[CH2:4][N:5]1[CH2:10][CH2:9][N:8]([C:11]([O:13][C:14]([CH3:17])([CH3:16])[CH3:15])=[O:12])[CH2:7][CH2:6]1.C(N(CC)CC)C.[C:26](Cl)([O:28][CH2:29][C:30]1[CH:35]=[CH:34][CH:33]=[CH:32][CH:31]=1)=[O:27].C(=O)(O)[O-].[Na+]. (3) Given the product [CH3:9][O:8][C:7]1[C:3]([CH2:2][O:1][CH:13]2[CH2:14][C:15](=[O:16])[NH:11][C:12]2=[O:17])=[CH:4][S:5][CH:6]=1, predict the reactants needed to synthesize it. The reactants are: [OH:1][CH2:2][C:3]1[C:7]([O:8][CH3:9])=[CH:6][S:5][CH:4]=1.O[N:11]1[C:15](=[O:16])[CH2:14][CH2:13][C:12]1=[O:17].C1(P(C2C=CC=CC=2)C2C=CC=CC=2)C=CC=CC=1.CCOC(/N=N/C(OCC)=O)=O.